Dataset: Reaction yield outcomes from USPTO patents with 853,638 reactions. Task: Predict the reaction yield, written as a fraction of the theoretical maximum amount of product (1.0 means a 100% yield; for example, 0.34 means a 34% yield). (1) The reactants are C([O:5][C:6](=[O:28])[CH2:7][N:8](C(OC(C)(C)C)=O)[CH2:9][CH:10]([O:13][C:14]1[CH:19]=[CH:18][CH:17]=[C:16]([Cl:20])[CH:15]=1)[CH2:11][CH3:12])(C)(C)C. The catalyst is FC(F)(F)C(O)=O.Cl.ClCCl. The product is [Cl:20][C:16]1[CH:15]=[C:14]([CH:19]=[CH:18][CH:17]=1)[O:13][CH:10]([CH2:11][CH3:12])[CH2:9][NH:8][CH2:7][C:6]([OH:28])=[O:5]. The yield is 0.380. (2) The reactants are [CH2:1]([O:3][C:4]1[CH:5]=[C:6]2[C:11](=[C:12]3[CH2:16][C:15]([CH3:18])([CH3:17])[O:14][C:13]=13)[C:10]([C:19]1[CH:24]=[CH:23][C:22](/[CH:25]=[CH:26]/[C:27]([O:29]C)=[O:28])=[C:21]([NH:31][C:32]([C:34]3[CH:39]=[CH:38][CH:37]=[CH:36][N:35]=3)=[O:33])[CH:20]=1)=[N:9][C:8]([CH3:41])([CH3:40])[CH2:7]2)[CH3:2].[OH-].[Na+].Cl. The catalyst is CO. The product is [CH2:1]([O:3][C:4]1[CH:5]=[C:6]2[C:11](=[C:12]3[CH2:16][C:15]([CH3:18])([CH3:17])[O:14][C:13]=13)[C:10]([C:19]1[CH:24]=[CH:23][C:22](/[CH:25]=[CH:26]/[C:27]([OH:29])=[O:28])=[C:21]([NH:31][C:32]([C:34]3[CH:39]=[CH:38][CH:37]=[CH:36][N:35]=3)=[O:33])[CH:20]=1)=[N:9][C:8]([CH3:40])([CH3:41])[CH2:7]2)[CH3:2]. The yield is 0.890. (3) The reactants are [S:1](=[O:5])(=[O:4])([OH:3])[OH:2].C1COCC1.[F:11][C:12]1[CH:13]=[C:14]([NH:23][C:24]([C@@H:26]2[N:35]([C:36]([C@@H:38]3[CH2:41][C@H:40]([CH2:42][C:43]([OH:45])=[O:44])[CH2:39]3)=[O:37])[CH2:34][CH2:33][C:32]3[N:31]=[C:30]([O:46][CH3:47])[CH:29]=[CH:28][C:27]2=3)=[O:25])[CH:15]=[C:16]2[C:20]=1[C:19]([CH3:22])([CH3:21])[CH2:18][CH2:17]2. The product is [S:1]([OH:5])([OH:4])(=[O:3])=[O:2].[F:11][C:12]1[CH:13]=[C:14]([NH:23][C:24]([C@@H:26]2[N:35]([C:36]([C@@H:38]3[CH2:41][C@H:40]([CH2:42][C:43]([OH:45])=[O:44])[CH2:39]3)=[O:37])[CH2:34][CH2:33][C:32]3[N:31]=[C:30]([O:46][CH3:47])[CH:29]=[CH:28][C:27]2=3)=[O:25])[CH:15]=[C:16]2[C:20]=1[C:19]([CH3:22])([CH3:21])[CH2:18][CH2:17]2. The catalyst is C1COCC1. The yield is 0.970. (4) The reactants are C(Cl)(Cl)Cl.[Br:5][C:6]1[CH:11]=[CH:10][C:9]([CH:12]2[C:16]([OH:17])=[C:15]([C:18]([CH3:20])=[O:19])[CH2:14][S:13]2)=[CH:8][CH:7]=1.S(Cl)(Cl)(=O)=O.O. The catalyst is CC(O)C. The product is [Br:5][C:6]1[CH:7]=[CH:8][C:9]([C:12]2[S:13][CH:14]=[C:15]([C:18]([CH3:20])=[O:19])[C:16]=2[OH:17])=[CH:10][CH:11]=1. The yield is 0.630. (5) The reactants are [NH2:1][C@H:2]([C:10]([OH:12])=[O:11])[CH2:3][CH2:4][CH2:5][NH:6][C:7](=[NH:9])[NH2:8].[C:13](Cl)(=[O:27])[CH2:14][CH2:15][CH2:16][CH2:17][CH2:18][CH2:19][CH2:20][CH2:21][CH2:22][CH2:23][CH2:24][CH2:25][CH3:26].[OH-].[Na+].Cl. The catalyst is O.C(O)(C)C. The product is [C:13]([NH:1][C@H:2]([C:10]([OH:12])=[O:11])[CH2:3][CH2:4][CH2:5][NH:6][C:7](=[NH:8])[NH2:9])(=[O:27])[CH2:14][CH2:15][CH2:16][CH2:17][CH2:18][CH2:19][CH2:20][CH2:21][CH2:22][CH2:23][CH2:24][CH2:25][CH3:26]. The yield is 0.922. (6) The reactants are Cl[C:2]1[N:7]=[C:6]([NH:8][CH2:9][C:10]2[CH:14]=[C:13]([CH3:15])[O:12][C:11]=2[CH3:16])[C:5]([F:17])=[CH:4][N:3]=1.[NH2:18][C:19]1[CH:20]=[C:21]([OH:25])[CH:22]=[CH:23][CH:24]=1. No catalyst specified. The product is [CH3:16][C:11]1[O:12][C:13]([CH3:15])=[CH:14][C:10]=1[CH2:9][NH:8][C:6]1[C:5]([F:17])=[CH:4][N:3]=[C:2]([NH:18][C:19]2[CH:24]=[CH:23][CH:22]=[C:21]([OH:25])[CH:20]=2)[N:7]=1. The yield is 0.510.